This data is from Peptide-MHC class I binding affinity with 185,985 pairs from IEDB/IMGT. The task is: Regression. Given a peptide amino acid sequence and an MHC pseudo amino acid sequence, predict their binding affinity value. This is MHC class I binding data. (1) The peptide sequence is LNRTVEEINR. The MHC is Mamu-B8301 with pseudo-sequence Mamu-B8301. The binding affinity (normalized) is 0.791. (2) The peptide sequence is IQPGQTFSV. The MHC is HLA-A68:02 with pseudo-sequence HLA-A68:02. The binding affinity (normalized) is 0.240. (3) The peptide sequence is LVSDYCNVLNKEFT. The MHC is HLA-B51:01 with pseudo-sequence HLA-B51:01. The binding affinity (normalized) is 0. (4) The peptide sequence is MIDSDEWVY. The MHC is HLA-B18:01 with pseudo-sequence HLA-B18:01. The binding affinity (normalized) is 0.0847.